Dataset: Forward reaction prediction with 1.9M reactions from USPTO patents (1976-2016). Task: Predict the product of the given reaction. Given the reactants [F:1][CH2:2][CH:3]([O:6][C:7]1[CH:14]=[CH:13][C:12]([C:15]2[O:19][N:18]=[C:17]([C:20]3[CH:30]=[CH:29][C:23]4[CH2:24][CH2:25][NH:26][CH2:27][CH2:28][C:22]=4[CH:21]=3)[N:16]=2)=[CH:11][C:8]=1[C:9]#[N:10])[CH2:4][F:5].[CH2:31]([OH:36])[CH:32]([OH:35])[CH:33]=O.C(O)(=O)C.C(O[BH-](OC(=O)C)OC(=O)C)(=O)C.[Na+], predict the reaction product. The product is: [OH:35][CH:32]([CH2:31][OH:36])[CH2:33][N:26]1[CH2:25][CH2:24][C:23]2[CH:29]=[CH:30][C:20]([C:17]3[N:16]=[C:15]([C:12]4[CH:13]=[CH:14][C:7]([O:6][CH:3]([CH2:2][F:1])[CH2:4][F:5])=[C:8]([CH:11]=4)[C:9]#[N:10])[O:19][N:18]=3)=[CH:21][C:22]=2[CH2:28][CH2:27]1.